This data is from Forward reaction prediction with 1.9M reactions from USPTO patents (1976-2016). The task is: Predict the product of the given reaction. (1) Given the reactants Cl[C:2]1[CH:7]=[CH:6][C:5]([C:8]([F:11])([F:10])[F:9])=[CH:4][N:3]=1.[CH3:12][N:13]1CCCC1=O.CN, predict the reaction product. The product is: [CH3:12][NH:13][C:2]1[CH:7]=[CH:6][C:5]([C:8]([F:11])([F:10])[F:9])=[CH:4][N:3]=1. (2) Given the reactants [OH-].[Na+].[CH3:3]I.[NH2:5][C:6]1[C:11]([N+:12]([O-:14])=[O:13])=[CH:10][CH:9]=[CH:8][C:7]=1[OH:15], predict the reaction product. The product is: [CH3:3][O:15][C:7]1[CH:8]=[CH:9][CH:10]=[C:11]([N+:12]([O-:14])=[O:13])[C:6]=1[NH2:5]. (3) Given the reactants [C:1]([O:5][C:6]([N:8]1[CH2:13][CH2:12][CH:11]([CH2:14]O)[CH2:10][CH2:9]1)=[O:7])([CH3:4])([CH3:3])[CH3:2].C1(P(C2C=CC=CC=2)C2C=CC=CC=2)C=CC=CC=1.C(Br)(Br)(Br)[Br:36], predict the reaction product. The product is: [C:1]([O:5][C:6]([N:8]1[CH2:13][CH2:12][CH:11]([CH2:14][Br:36])[CH2:10][CH2:9]1)=[O:7])([CH3:4])([CH3:3])[CH3:2]. (4) Given the reactants C(OC(=O)COC1C=CC(Cl)=CC=1C#CC1C=C(S(CCC)(=O)=O)C=CC=1F)(C)(C)C.[C:32]([O:36][C:37](=[O:49])[CH2:38][O:39][C:40]1[CH:45]=[CH:44][C:43]([Cl:46])=[CH:42][C:41]=1[C:47]#[CH:48])([CH3:35])([CH3:34])[CH3:33].Br[C:51]1[CH:56]=[C:55]([S:57]([CH:60]([CH3:62])[CH3:61])(=[O:59])=[O:58])[CH:54]=[CH:53][C:52]=1[Cl:63], predict the reaction product. The product is: [C:32]([O:36][C:37](=[O:49])[CH2:38][O:39][C:40]1[CH:45]=[CH:44][C:43]([Cl:46])=[CH:42][C:41]=1[C:47]#[C:48][C:53]1[CH:54]=[C:55]([S:57]([CH:60]([CH3:61])[CH3:62])(=[O:58])=[O:59])[CH:56]=[CH:51][C:52]=1[Cl:63])([CH3:35])([CH3:34])[CH3:33].